Dataset: Forward reaction prediction with 1.9M reactions from USPTO patents (1976-2016). Task: Predict the product of the given reaction. (1) The product is: [Br:1][C:2]1[C:3]([OH:12])=[CH:4][C:5]([OH:11])=[C:6]([CH:10]=1)[C:7]([O:9][CH3:18])=[O:8]. Given the reactants [Br:1][C:2]1[C:3]([OH:12])=[CH:4][C:5]([OH:11])=[C:6]([CH:10]=1)[C:7]([OH:9])=[O:8].S(=O)(=O)(O)O.[CH3:18]O, predict the reaction product. (2) Given the reactants C(OC(=O)C[CH2:6][NH:7][C:8]([NH:10][C:11]1[S:12][C:13]([C:17]2[CH:22]=[CH:21][N:20]=[C:19]([N:23]3[CH2:28][CH2:27][O:26][CH2:25][CH2:24]3)[CH:18]=2)=[C:14]([CH3:16])[N:15]=1)=[O:9])C.[CH2:30]([O:32][C:33](=[O:40])[CH2:34][CH2:35]CN=C=O)[CH3:31], predict the reaction product. The product is: [CH2:30]([O:32][C:33](=[O:40])[CH2:34][CH2:35][CH2:6][NH:7][C:8]([NH:10][C:11]1[S:12][C:13]([C:17]2[CH:22]=[CH:21][N:20]=[C:19]([N:23]3[CH2:24][CH2:25][O:26][CH2:27][CH2:28]3)[CH:18]=2)=[C:14]([CH3:16])[N:15]=1)=[O:9])[CH3:31]. (3) The product is: [Br:1][C:13]1[C:14]([C:16]([F:17])([F:19])[F:18])=[CH:15][C:10]([NH2:9])=[N:11][CH:12]=1. Given the reactants [Br:1]N1C(=O)CCC1=O.[NH2:9][C:10]1[CH:15]=[C:14]([C:16]([F:19])([F:18])[F:17])[CH:13]=[CH:12][N:11]=1, predict the reaction product.